This data is from Catalyst prediction with 721,799 reactions and 888 catalyst types from USPTO. The task is: Predict which catalyst facilitates the given reaction. (1) Reactant: Br[C:2]1[N:6]([CH3:7])[CH:5]=[N:4][CH:3]=1.C([Mg]Br)C.CON(C)[C:15]([C:17]1[CH:21]=[CH:20][S:19][CH:18]=1)=[O:16].Cl. Product: [CH3:7][N:6]1[C:2]([C:15]([C:17]2[CH:21]=[CH:20][S:19][CH:18]=2)=[O:16])=[CH:3][N:4]=[CH:5]1. The catalyst class is: 46. (2) Product: [NH2:26][C@H:21]1[CH2:22][CH2:23][CH2:24][CH2:25][C@@H:20]1[NH:27][CH:16]1[CH2:17][CH2:18][N:13]([C:2]2([CH3:1])[CH2:7][CH2:6][N:5]([C:8]([O:10][CH2:11][CH3:12])=[O:9])[CH2:4][CH2:3]2)[CH2:14][CH2:15]1. The catalyst class is: 4. Reactant: [CH3:1][C:2]1([N:13]2[CH2:18][CH2:17][C:16](=O)[CH2:15][CH2:14]2)[CH2:7][CH2:6][N:5]([C:8]([O:10][CH2:11][CH3:12])=[O:9])[CH2:4][CH2:3]1.[C@H:20]1([NH2:27])[CH2:25][CH2:24][CH2:23][CH2:22][C@@H:21]1[NH2:26].C(O[BH-](OC(=O)C)OC(=O)C)(=O)C.[Na+].C([O-])(O)=O.[Na+]. (3) Reactant: Br[C:2]1[CH:3]=[C:4]2[C:12](=[C:13]([C:15]([NH2:17])=[O:16])[CH:14]=1)[NH:11][C:10]1[CH2:9][CH2:8][CH:7]([C:18]([N:20]3[CH2:25][CH2:24][O:23][CH2:22][CH2:21]3)=[O:19])[CH2:6][C:5]2=1.[CH3:26][O:27][C:28]1[CH:33]=[CH:32][C:31](B(O)O)=[CH:30][CH:29]=1.C([O-])([O-])=O.[K+].[K+]. Product: [CH3:26][O:27][C:28]1[CH:33]=[CH:32][C:31]([C:2]2[CH:3]=[C:4]3[C:12](=[C:13]([C:15]([NH2:17])=[O:16])[CH:14]=2)[NH:11][C:10]2[CH2:9][CH2:8][CH:7]([C:18]([N:20]4[CH2:25][CH2:24][O:23][CH2:22][CH2:21]4)=[O:19])[CH2:6][C:5]3=2)=[CH:30][CH:29]=1. The catalyst class is: 12. (4) Reactant: [CH:1](NC(C)C)(C)[CH3:2].C([Li])CCC.C([N-]C(C)C)(C)C.[Li+].[CH:21]1([C:26]([O:28][CH2:29][CH3:30])=[O:27])[CH2:25][CH:24]=[CH:23][CH2:22]1.ICC. Product: [CH2:1]([C:21]1([C:26]([O:28][CH2:29][CH3:30])=[O:27])[CH2:25][CH:24]=[CH:23][CH2:22]1)[CH3:2]. The catalyst class is: 1. (5) Reactant: [CH3:1][C:2]1[O:6][N:5]=[C:4]([CH2:7][N:8]2[C:16]3[C:11](=[CH:12][CH:13]=[CH:14][CH:15]=3)[C:10]([C:17]([OH:19])=O)=[N:9]2)[CH:3]=1.[NH2:20][C@H:21]([C:26]([NH2:28])=[O:27])[C:22]([CH3:25])([CH3:24])[CH3:23].CCN=C=NCCCN(C)C.Cl.C1C=CC2N(O)N=NC=2C=1.C(N(CC)C(C)C)(C)C. Product: [NH2:28][C:26]([C@@H:21]([NH:20][C:17]([C:10]1[C:11]2[C:16](=[CH:15][CH:14]=[CH:13][CH:12]=2)[N:8]([CH2:7][C:4]2[CH:3]=[C:2]([CH3:1])[O:6][N:5]=2)[N:9]=1)=[O:19])[C:22]([CH3:25])([CH3:24])[CH3:23])=[O:27]. The catalyst class is: 18. (6) Reactant: [NH2:1][C:2]1[C:7]([CH3:8])=[CH:6][CH:5]=[C:4]([CH:9]([CH3:11])[CH3:10])[C:3]=1[OH:12].[C:13](=S)(OCC)[S-:14].[K+]. Product: [CH:9]([C:4]1[C:3]2[O:12][C:13]([SH:14])=[N:1][C:2]=2[C:7]([CH3:8])=[CH:6][CH:5]=1)([CH3:10])[CH3:11]. The catalyst class is: 8.